Dataset: Full USPTO retrosynthesis dataset with 1.9M reactions from patents (1976-2016). Task: Predict the reactants needed to synthesize the given product. (1) Given the product [C:44]([O:43][C:41](=[O:42])[CH2:40][CH:34]1[O:35][C:36]([CH3:38])([CH3:39])[O:37][CH:32]([CH2:31][CH2:30][NH:29][C:27]([C@:11]23[CH2:23][CH2:22][C@@H:21]([C:24]([CH3:26])=[CH2:25])[C@@H:12]2[C@@H:13]2[C@@:8]([CH3:48])([CH2:9][CH2:10]3)[C@@:7]3([CH3:49])[C@@H:16]([C@:17]4([CH3:20])[C@@H:4]([CH2:5][CH2:6]3)[C:3]([CH3:51])([CH3:50])[C@@H:2]([O:1][C:65](=[O:67])[CH2:66][C:62]([CH3:69])([CH3:61])[C:63]([OH:68])=[O:64])[CH2:19][CH2:18]4)[CH2:15][CH2:14]2)=[O:28])[CH2:33]1)([CH3:47])([CH3:46])[CH3:45], predict the reactants needed to synthesize it. The reactants are: [OH:1][C@H:2]1[CH2:19][CH2:18][C@@:17]2([CH3:20])[C@@H:4]([CH2:5][CH2:6][C@:7]3([CH3:49])[C@@H:16]2[CH2:15][CH2:14][C@H:13]2[C@@:8]3([CH3:48])[CH2:9][CH2:10][C@@:11]3([C:27]([NH:29][CH2:30][CH2:31][CH:32]4[O:37][C:36]([CH3:39])([CH3:38])[O:35][CH:34]([CH2:40][C:41]([O:43][C:44]([CH3:47])([CH3:46])[CH3:45])=[O:42])[CH2:33]4)=[O:28])[CH2:23][CH2:22][C@@H:21]([C:24]([CH3:26])=[CH2:25])[C@@H:12]32)[C:3]1([CH3:51])[CH3:50].CC1C=CN=C(N)C=1C.[CH3:61][C:62]1([CH3:69])[CH2:66][C:65](=[O:67])[O:64][C:63]1=[O:68]. (2) Given the product [Cl:9][C:10]1[CH:17]=[CH:16][CH:15]=[C:14]([F:18])[C:11]=1[C:12]1[N:1]=[C:2]2[CH:7]=[C:6]([CH3:8])[CH:5]=[CH:4][N:3]2[C:20]=1[NH:19][C:21]1[CH:30]=[CH:29][C:24]2[O:25][CH2:26][CH2:27][O:28][C:23]=2[CH:22]=1, predict the reactants needed to synthesize it. The reactants are: [NH2:1][C:2]1[CH:7]=[C:6]([CH3:8])[CH:5]=[CH:4][N:3]=1.[Cl:9][C:10]1[CH:17]=[CH:16][CH:15]=[C:14]([F:18])[C:11]=1[CH:12]=O.[N+:19]([C:21]1[CH:30]=[CH:29][C:24]2[O:25][CH2:26][CH2:27][O:28][C:23]=2[CH:22]=1)#[C-:20]. (3) Given the product [CH3:27][O:24][CH2:23][C:12]1([C:15]2[CH:20]=[CH:19][CH:18]=[C:17]([O:21][CH3:22])[CH:16]=2)[CH2:13][CH2:14][N:9]([C:4]2[CH:5]=[CH:6][CH:7]=[CH:8][C:3]=2[O:2][CH3:1])[CH2:10][CH2:11]1, predict the reactants needed to synthesize it. The reactants are: [CH3:1][O:2][C:3]1[CH:8]=[CH:7][CH:6]=[CH:5][C:4]=1[N:9]1[CH2:14][CH2:13][C:12]([CH2:23][OH:24])([C:15]2[CH:20]=[CH:19][CH:18]=[C:17]([O:21][CH3:22])[CH:16]=2)[CH2:11][CH2:10]1.[H-].[Na+].[CH3:27]I.[Cl-].[NH4+]. (4) Given the product [F:30][C:27]1[CH:26]=[CH:25][C:24]([C:12]2[C:11]([CH2:10][CH2:9][CH2:8][CH2:7][C:6]([O:5][C:1]([CH3:3])([CH3:2])[CH3:4])=[O:31])=[N:20][C:19]3[C:14]([N:13]=2)=[CH:15][CH:16]=[C:17]([C:21](=[O:23])[N:34]([O:35][CH3:36])[CH3:33])[CH:18]=3)=[CH:29][CH:28]=1, predict the reactants needed to synthesize it. The reactants are: [C:1]([O:5][C:6](=[O:31])[CH2:7][CH2:8][CH2:9][CH2:10][C:11]1[C:12]([C:24]2[CH:29]=[CH:28][C:27]([F:30])=[CH:26][CH:25]=2)=[N:13][C:14]2[C:19]([N:20]=1)=[CH:18][C:17]([C:21]([OH:23])=O)=[CH:16][CH:15]=2)([CH3:4])([CH3:3])[CH3:2].Cl.[CH3:33][NH:34][O:35][CH3:36].C(N(CC)C(C)C)(C)C.C(Cl)Cl.ON1C2C=CC=CC=2N=N1.Cl.CN(C)CCCN=C=NCC. (5) Given the product [OH:9][C:3]1[C:4]([CH:10]=[O:16])=[C:5]([CH3:8])[CH:6]=[CH:7][C:2]=1[CH3:1], predict the reactants needed to synthesize it. The reactants are: [CH3:1][C:2]1[CH:7]=[CH:6][C:5]([CH3:8])=[CH:4][C:3]=1[OH:9].[C:10]1([OH:16])C=CC=CC=1. (6) The reactants are: C1(P(C2CCCCC2)C2CCCCC2)CCCCC1.[F:20][C:21]1[CH:30]=[C:29](B2OC(C)(C)C(C)(C)O2)[CH:28]=[C:27]2[C:22]=1[N:23]=[CH:24][CH:25]=[N:26]2.[CH3:40][O:41][C:42](=[O:65])[C:43]1[CH:48]=[CH:47][CH:46]=[CH:45][C:44]=1[NH:49][C:50]1[N:54]([C:55]2[CH:60]=[C:59]([F:61])[CH:58]=[CH:57][C:56]=2[F:62])[N:53]=[C:52]([CH3:63])[C:51]=1Br.P([O-])([O-])([O-])=O.[K+].[K+].[K+]. Given the product [CH3:40][O:41][C:42](=[O:65])[C:43]1[CH:48]=[CH:47][CH:46]=[CH:45][C:44]=1[NH:49][C:50]1[N:54]([C:55]2[CH:60]=[C:59]([F:61])[CH:58]=[CH:57][C:56]=2[F:62])[N:53]=[C:52]([CH3:63])[C:51]=1[C:29]1[CH:28]=[C:27]2[C:22](=[C:21]([F:20])[CH:30]=1)[N:23]=[CH:24][CH:25]=[N:26]2, predict the reactants needed to synthesize it. (7) Given the product [CH3:12][O:11][C:8]1[CH:9]=[CH:10][C:5]([CH2:4][N:1]2[CH:15]=[C:14]([CH2:13][OH:16])[N:3]=[N:2]2)=[CH:6][CH:7]=1, predict the reactants needed to synthesize it. The reactants are: [N:1]([CH2:4][C:5]1[CH:10]=[CH:9][C:8]([O:11][CH3:12])=[CH:7][CH:6]=1)=[N+:2]=[N-:3].[CH2:13]([OH:16])[C:14]#[CH:15]. (8) Given the product [Cl:1][C:2]1[CH:15]=[C:14]([F:16])[C:13]([NH:17][C:18]([O:20][CH3:21])=[O:19])=[CH:12][C:3]=1[O:4][C:5]1[CH:10]=[CH:9][CH:8]=[CH:7][C:6]=1[O:11][CH2:29][C:30]([O:32][CH3:33])=[O:31], predict the reactants needed to synthesize it. The reactants are: [Cl:1][C:2]1[CH:15]=[C:14]([F:16])[C:13]([NH:17][C:18]([O:20][CH3:21])=[O:19])=[CH:12][C:3]=1[O:4][C:5]1[CH:10]=[CH:9][CH:8]=[CH:7][C:6]=1[OH:11].C(=O)([O-])[O-].[K+].[K+].Br[CH2:29][C:30]([O:32][CH3:33])=[O:31].O. (9) Given the product [Br:1][C:14]1[N:9]=[CH:10][C:11]([N:15]2[CH2:20][CH2:19][N:18]([C:21]([O:23][C:24]([CH3:27])([CH3:26])[CH3:25])=[O:22])[CH2:17][CH2:16]2)=[CH:12][CH:13]=1, predict the reactants needed to synthesize it. The reactants are: [Br:1]N1C(=O)CCC1=O.[N:9]1[CH:14]=[CH:13][CH:12]=[C:11]([N:15]2[CH2:20][CH2:19][N:18]([C:21]([O:23][C:24]([CH3:27])([CH3:26])[CH3:25])=[O:22])[CH2:17][CH2:16]2)[CH:10]=1.[OH-].[Na+].C(OCC)(=O)C. (10) Given the product [Cl:20][C:14]1[CH:15]=[CH:16][CH:17]=[C:18]([C:26]#[C:25][C:24]([O:27][CH2:28][CH3:29])([O:23][CH2:21][CH3:22])[O:30][CH2:31][CH3:32])[C:13]=1[C:7]1([C:8]([O:10][CH2:11][CH3:12])=[O:9])[CH2:6][CH2:5][O:4][CH2:3][CH2:2]1, predict the reactants needed to synthesize it. The reactants are: Br[CH2:2][CH2:3][O:4][CH2:5][CH2:6][CH:7]([C:13]1[C:18](I)=[CH:17][CH:16]=[CH:15][C:14]=1[Cl:20])[C:8]([O:10][CH2:11][CH3:12])=[O:9].[CH2:21]([O:23][C:24]([O:30][CH2:31][CH3:32])([O:27][CH2:28][CH3:29])[C:25]#[CH:26])[CH3:22].